Dataset: Peptide-MHC class II binding affinity with 134,281 pairs from IEDB. Task: Regression. Given a peptide amino acid sequence and an MHC pseudo amino acid sequence, predict their binding affinity value. This is MHC class II binding data. The peptide sequence is AVWGKNSCAKNYNCK. The MHC is DRB1_0901 with pseudo-sequence DRB1_0901. The binding affinity (normalized) is 0.128.